Dataset: Catalyst prediction with 721,799 reactions and 888 catalyst types from USPTO. Task: Predict which catalyst facilitates the given reaction. (1) Reactant: Br[C:2]1[CH:3]=[CH:4][C:5]([O:8][C:9]2[CH:14]=[CH:13][C:12]([Cl:15])=[C:11]([Cl:16])[CH:10]=2)=[N:6][CH:7]=1.Br[C:18]1C=CC(Br)=[CH:20][N:19]=1.C([O-])([O-])=O.[K+].[K+].ClC1C=C(O)[CH:35]=[CH:36][C:37]=1Cl.[CH3:40][N:41]([CH:43]=[O:44])[CH3:42]. Product: [Cl:16][C:11]1[CH:10]=[C:9]([CH:14]=[CH:13][C:12]=1[Cl:15])[O:8][C:5]1[N:6]=[CH:7][C:2]([C:43]([N:41]2[CH2:42][CH2:20][N:19]([CH:36]([CH3:35])[CH3:37])[CH2:18][CH2:40]2)=[O:44])=[CH:3][CH:4]=1. The catalyst class is: 6. (2) Reactant: [Cl:1][C:2]1[CH:12]=[CH:11][C:5]([CH:6]=[CH:7][C:8]([OH:10])=[O:9])=[CH:4][C:3]=1[N+:13]([O-:15])=[O:14].[CH3:16][Si](C=[N+]=[N-])(C)C.CCCCCC.[N+](=C)=[N-]. Product: [Cl:1][C:2]1[CH:12]=[CH:11][C:5](/[CH:6]=[CH:7]/[C:8]([O:10][CH3:16])=[O:9])=[CH:4][C:3]=1[N+:13]([O-:15])=[O:14]. The catalyst class is: 100. (3) Reactant: C([O:3][P:4]([CH:9]=[CH:10][C:11]1([N:26]=[N+:27]=[N-:28])[CH:15]([OH:16])[CH:14]([OH:17])[CH:13]([N:18]2[CH:23]=[CH:22][C:21](=[O:24])[NH:20][C:19]2=[O:25])[O:12]1)(=[O:8])[O:5]CC)C.N1C(C)=CC=CC=1C.C[Si](Br)(C)C. Product: [N:26]([C:11]1([CH:10]=[CH:9][P:4](=[O:3])([OH:8])[OH:5])[CH:15]([OH:16])[CH:14]([OH:17])[CH:13]([N:18]2[CH:23]=[CH:22][C:21](=[O:24])[NH:20][C:19]2=[O:25])[O:12]1)=[N+:27]=[N-:28]. The catalyst class is: 23. (4) Reactant: [NH2:1][CH:2]([C:7]([O:9][CH3:10])=[O:8])[C:3](OC)=O.C(O[CH:14]=[C:15](C#N)[C:16]#[N:17])C.C([N:22](CC)CC)C.C[O-].[Na+].CO. Product: [NH2:22][C:3]1[C:15]([C:16]#[N:17])=[CH:14][NH:1][C:2]=1[C:7]([O:9][CH3:10])=[O:8]. The catalyst class is: 130. (5) Reactant: [CH:1]([N:3]([CH3:6])[CH2:4][OH:5])=O.[Cl:7][C:8]1[C:12]([Cl:13])=[C:11]([C:14]([NH2:16])=[O:15])[S:10][N:9]=1.C(O)(=O)C.S(=O)(=O)(O)O. Product: [CH:4]([N:3]([CH2:1][NH:16][C:14]([C:11]1[S:10][N:9]=[C:8]([Cl:7])[C:12]=1[Cl:13])=[O:15])[CH3:6])=[O:5]. The catalyst class is: 6. (6) The catalyst class is: 50. Product: [CH2:1]([O:3][C:4](=[O:32])[CH2:5][CH:6]([C:25]1[CH:26]=[N:27][C:28]([CH3:31])=[N:29][CH:30]=1)[CH2:7][CH2:8][CH2:9][CH2:10][CH2:11][CH2:12][C:13]1[N:18]=[C:17]2[N:19]([C:22](=[O:24])[CH3:23])[CH2:20][CH2:21][C:16]2=[CH:15][CH:14]=1)[CH3:2]. Reactant: [CH2:1]([O:3][C:4](=[O:32])[CH2:5][CH:6]([C:25]1[CH:26]=[N:27][C:28]([CH3:31])=[N:29][CH:30]=1)[CH:7]=[CH:8][CH2:9][CH2:10][CH2:11][CH2:12][C:13]1[N:18]=[C:17]2[N:19]([C:22](=[O:24])[CH3:23])[CH2:20][CH2:21][C:16]2=[CH:15][CH:14]=1)[CH3:2].C([O-])=O.[NH4+]. (7) Reactant: [Cl:1][C:2]1[CH:3]=[CH:4][C:5]([N:10]2[CH:14]=[CH:13][C:12]([CH3:15])=[N:11]2)=[C:6]([CH:9]=1)[CH:7]=O.[NH2:16][C:17]1[N:22]=[CH:21][C:20]([C:23]2[CH:24]=[C:25]([NH2:34])[C:26]([NH:29][C:30]([CH3:33])([CH3:32])[CH3:31])=[CH:27][CH:28]=2)=[CH:19][N:18]=1.OOS([O-])=O.[K+]. Product: [C:30]([N:29]1[C:26]2[CH:27]=[CH:28][C:23]([C:20]3[CH:19]=[N:18][C:17]([NH2:16])=[N:22][CH:21]=3)=[CH:24][C:25]=2[N:34]=[C:7]1[C:6]1[CH:9]=[C:2]([Cl:1])[CH:3]=[CH:4][C:5]=1[N:10]1[CH:14]=[CH:13][C:12]([CH3:15])=[N:11]1)([CH3:33])([CH3:31])[CH3:32]. The catalyst class is: 6. (8) Reactant: [CH3:1][C:2]1[C:7]([CH2:8][N:9]2C(=O)C3C(=CC=CC=3)C2=O)=[C:6]([CH3:20])[CH:5]=[C:4]([CH3:21])[C:3]=1[CH2:22][N:23]1C(=O)C2C(=CC=CC=2)C1=O.O.NN. Product: [CH3:1][C:2]1[C:3]([CH2:22][NH2:23])=[C:4]([CH3:21])[CH:5]=[C:6]([CH3:20])[C:7]=1[CH2:8][NH2:9]. The catalyst class is: 8. (9) Reactant: [CH:1]1([NH:6][S:7]([C:10]2[C:15]([Cl:16])=[CH:14][CH:13]=[C:12]([N+:17]([O-])=O)[C:11]=2[OH:20])(=[O:9])=[O:8])[CH2:5][CH2:4][CH2:3][CH2:2]1.[H][H]. Product: [CH:1]1([NH:6][S:7]([C:10]2[C:15]([Cl:16])=[CH:14][CH:13]=[C:12]([NH2:17])[C:11]=2[OH:20])(=[O:9])=[O:8])[CH2:2][CH2:3][CH2:4][CH2:5]1. The catalyst class is: 45. (10) Reactant: Cl[C:2]1[C:11]2[C:6](=[CH:7][CH:8]=[CH:9][CH:10]=2)[N:5]=[CH:4][N:3]=1.C(O[C:17]([NH:19][CH:20]1[CH2:24][CH2:23][NH:22][CH2:21]1)=[O:18])(C)(C)C.CCN(C(C)C)C(C)C.C(O)(C(F)(F)F)=O.[N+](C1C=CC(OC(=O)[NH:52][C:53]2[CH:58]=[CH:57][C:56]([CH:59]([CH3:61])[CH3:60])=[CH:55][CH:54]=2)=CC=1)([O-])=O.C([O-])([O-])=O.[K+].[K+]. Product: [CH:59]([C:56]1[CH:57]=[CH:58][C:53]([NH:52][C:17]([NH:19][CH:20]2[CH2:24][CH2:23][N:22]([C:2]3[C:11]4[C:6](=[CH:7][CH:8]=[CH:9][CH:10]=4)[N:5]=[CH:4][N:3]=3)[CH2:21]2)=[O:18])=[CH:54][CH:55]=1)([CH3:61])[CH3:60]. The catalyst class is: 583.